From a dataset of Full USPTO retrosynthesis dataset with 1.9M reactions from patents (1976-2016). Predict the reactants needed to synthesize the given product. (1) Given the product [C:17]([O:25][CH2:26][CH2:27][N:10]1[C:3]2[C:2]([Cl:1])=[N:7][CH:6]=[N:5][C:4]=2[CH:8]=[CH:9]1)(=[O:24])[C:18]1[CH:23]=[CH:22][CH:21]=[CH:20][CH:19]=1, predict the reactants needed to synthesize it. The reactants are: [Cl:1][C:2]1[C:3]2[NH:10][CH:9]=[CH:8][C:4]=2[N:5]=[CH:6][N:7]=1.C(=O)([O-])[O-].[Cs+].[Cs+].[C:17]([O:25][CH2:26][CH2:27]I)(=[O:24])[C:18]1[CH:23]=[CH:22][CH:21]=[CH:20][CH:19]=1.C(=O)([O-])O.[Na+]. (2) Given the product [NH2:25][C:26]1[N:31]=[CH:30][C:29](/[CH:32]=[CH:33]/[C:34]([N:14]([CH3:13])[CH2:15][C:16]2[S:24][C:23]3[N:22]=[CH:21][CH:20]=[CH:19][C:18]=3[CH:17]=2)=[O:36])=[CH:28][CH:27]=1, predict the reactants needed to synthesize it. The reactants are: CCN=C=NCCCN(C)C.Cl.[CH3:13][NH:14][CH2:15][C:16]1[S:24][C:23]2[N:22]=[CH:21][CH:20]=[CH:19][C:18]=2[CH:17]=1.[NH2:25][C:26]1[N:31]=[CH:30][C:29](/[CH:32]=[CH:33]/[C:34]([OH:36])=O)=[CH:28][CH:27]=1.C1C=CC2N(O)N=NC=2C=1.C(N(CC)CC)C. (3) The reactants are: [C:1]([O:14][C@H:15]([CH2:97][O:98][C:99](=[O:111])[CH2:100][CH2:101][CH2:102][CH2:103][CH2:104][CH2:105][CH2:106][CH2:107][CH2:108][CH2:109][CH3:110])[CH2:16][S:17][CH2:18][C@H:19]([NH:79]C(OCC1C2C=CC=CC=2C2C1=CC=CC=2)=O)[C:20](=[O:78])[NH:21][CH2:22][CH2:23][CH2:24][O:25][CH2:26][CH2:27][O:28][CH2:29][CH2:30][O:31][CH2:32][CH2:33][CH2:34][NH:35][C:36](=[O:77])[CH:37]([CH2:56][S:57][C:58]([C:71]1[CH:76]=[CH:75][CH:74]=[CH:73][CH:72]=1)([C:65]1[CH:70]=[CH:69][CH:68]=[CH:67][CH:66]=1)[C:59]1[CH:64]=[CH:63][CH:62]=[CH:61][CH:60]=1)[NH:38]C(=O)OCC1C2C=CC=CC=2C2C1=CC=CC=2)(=[O:13])[CH2:2][CH2:3][CH2:4][CH2:5][CH2:6][CH2:7][CH2:8][CH2:9][CH2:10][CH2:11][CH3:12].N1CCCCC1. Given the product [C:1]([O:14][C@H:15]([CH2:97][O:98][C:99](=[O:111])[CH2:100][CH2:101][CH2:102][CH2:103][CH2:104][CH2:105][CH2:106][CH2:107][CH2:108][CH2:109][CH3:110])[CH2:16][S:17][CH2:18][C@H:19]([NH2:79])[C:20](=[O:78])[NH:21][CH2:22][CH2:23][CH2:24][O:25][CH2:26][CH2:27][O:28][CH2:29][CH2:30][O:31][CH2:32][CH2:33][CH2:34][NH:35][C:36](=[O:77])[CH:37]([NH2:38])[CH2:56][S:57][C:58]([C:71]1[CH:72]=[CH:73][CH:74]=[CH:75][CH:76]=1)([C:59]1[CH:64]=[CH:63][CH:62]=[CH:61][CH:60]=1)[C:65]1[CH:70]=[CH:69][CH:68]=[CH:67][CH:66]=1)(=[O:13])[CH2:2][CH2:3][CH2:4][CH2:5][CH2:6][CH2:7][CH2:8][CH2:9][CH2:10][CH2:11][CH3:12], predict the reactants needed to synthesize it. (4) Given the product [CH2:8]([N:18]([C:16](=[O:17])[C:15]1[CH:25]=[CH:26][CH:27]=[CH:28][C:14]=1[I:13])[C:19]1[CH:24]=[CH:23][CH:22]=[CH:21][CH:20]=1)[CH2:9][CH2:10][CH3:11], predict the reactants needed to synthesize it. The reactants are: CN(C)C=O.[H-].[Na+].[CH2:8](I)[CH2:9][CH2:10][CH3:11].[I:13][C:14]1[CH:28]=[CH:27][CH:26]=[CH:25][C:15]=1[C:16]([NH:18][C:19]1[CH:24]=[CH:23][CH:22]=[CH:21][CH:20]=1)=[O:17]. (5) Given the product [C:1]([O:5][C:6](=[O:28])[C:7]1[C:12]([NH:13][C:14]2[CH:19]=[CH:18][C:17]([Br:20])=[CH:16][C:15]=2[Cl:21])=[C:11]([Cl:22])[C:10]([NH:23][CH2:24][C:25](=[O:27])[CH3:26])=[N:9][CH:8]=1)([CH3:4])([CH3:2])[CH3:3], predict the reactants needed to synthesize it. The reactants are: [C:1]([O:5][C:6](=[O:28])[C:7]1[C:12]([NH:13][C:14]2[CH:19]=[CH:18][C:17]([Br:20])=[CH:16][C:15]=2[Cl:21])=[C:11]([Cl:22])[C:10]([NH:23][CH2:24][CH:25]([OH:27])[CH3:26])=[N:9][CH:8]=1)([CH3:4])([CH3:3])[CH3:2].CN1CCOCC1. (6) Given the product [CH:20]1[CH:21]=[C:22]2[C:23]([C:2]3[C:3]([NH:16][C:17]2=[CH:18][CH:19]=1)=[CH:4][C:5]1[C:14]([C:13]2[C:8]([NH:7][C:6]=1[CH:1]=3)=[CH:9][CH:10]=[CH:11][CH:12]=2)=[O:15])=[O:24], predict the reactants needed to synthesize it. The reactants are: [CH2:1]1[C:6]2[NH:7][C:8]3[C:13]([C:14](=[O:15])[C:5]=2[CH2:4][C:3]2[NH:16][C:17]4[C:22]([C:23](=[O:24])[C:2]1=2)=[CH:21][CH:20]=[CH:19][CH:18]=4)=[CH:12][CH:11]=[CH:10][CH:9]=3.[OH-].[Na+].S(=O)(=O)(O)O.[N+](C1C=C(S([O-])(=O)=O)C=CC=1)([O-])=O.[Na+]. (7) Given the product [OH:19][C:20]1([CH:2]2[CH2:3][CH2:4][CH2:5][CH2:6][N:1]2[C:7]([O:9][C:10]([CH3:13])([CH3:12])[CH3:11])=[O:8])[CH2:21][N:22]([C:24]([O:26][CH2:27][C:28]2[CH:33]=[CH:32][CH:31]=[CH:30][CH:29]=2)=[O:25])[CH2:23]1, predict the reactants needed to synthesize it. The reactants are: [N:1]1([C:7]([O:9][C:10]([CH3:13])([CH3:12])[CH3:11])=[O:8])[CH2:6][CH2:5][CH2:4][CH2:3][CH2:2]1.CC(C)C[Li].[O:19]=[C:20]1[CH2:23][N:22]([C:24]([O:26][CH2:27][C:28]2[CH:33]=[CH:32][CH:31]=[CH:30][CH:29]=2)=[O:25])[CH2:21]1.